Dataset: Merck oncology drug combination screen with 23,052 pairs across 39 cell lines. Task: Regression. Given two drug SMILES strings and cell line genomic features, predict the synergy score measuring deviation from expected non-interaction effect. (1) Drug 1: CN(C)C(=N)N=C(N)N. Drug 2: CS(=O)(=O)CCNCc1ccc(-c2ccc3ncnc(Nc4ccc(OCc5cccc(F)c5)c(Cl)c4)c3c2)o1. Cell line: NCIH2122. Synergy scores: synergy=2.38. (2) Synergy scores: synergy=-0.978. Drug 2: CC(C)CC(NC(=O)C(Cc1ccccc1)NC(=O)c1cnccn1)B(O)O. Drug 1: O=S1(=O)NC2(CN1CC(F)(F)F)C1CCC2Cc2cc(C=CCN3CCC(C(F)(F)F)CC3)ccc2C1. Cell line: HT144. (3) Drug 1: CN(Cc1cnc2nc(N)nc(N)c2n1)c1ccc(C(=O)NC(CCC(=O)O)C(=O)O)cc1. Drug 2: NC(=O)c1cccc2cn(-c3ccc(C4CCCNC4)cc3)nc12. Cell line: SKMEL30. Synergy scores: synergy=-16.2.